Dataset: Blood-brain barrier permeability regression values from the B3DB database. Task: Regression/Classification. Given a drug SMILES string, predict its absorption, distribution, metabolism, or excretion properties. Task type varies by dataset: regression for continuous measurements (e.g., permeability, clearance, half-life) or binary classification for categorical outcomes (e.g., BBB penetration, CYP inhibition). For this dataset (b3db_regression), we predict Y. (1) The drug is C[C@@H]1OC[C@@H]2[C@@H](O1)[C@@H]([C@H]([C@@H](O2)O[C@H]3[C@H]4COC(=O)[C@@H]4[C@@H](C5=CC6=C(C=C35)OCO6)C7=CC(=C(C(=C7)OC)O)OC)O)O. The Y is -1.50 log(BB ratio). (2) The drug is CC(CN1C2=CC=CC=C2CCC3=CC=CC=C31)CN(C)C. The Y is 0.990 log(BB ratio). (3) The drug is C1C2CNC(C1C3=CC=CC(=O)N3C2)Br. The Y is -0.0500 log(BB ratio).